This data is from Reaction yield outcomes from USPTO patents with 853,638 reactions. The task is: Predict the reaction yield, written as a fraction of the theoretical maximum amount of product (1.0 means a 100% yield; for example, 0.34 means a 34% yield). (1) The reactants are [Br:1][C:2]1[CH:3]=[C:4]([CH:7]=[C:8]([O:10][CH:11]([CH3:13])[CH3:12])[CH:9]=1)[C:5]#N.[OH2:14].[OH-:15].[Na+]. The catalyst is CCO. The product is [Br:1][C:2]1[CH:3]=[C:4]([CH:7]=[C:8]([O:10][CH:11]([CH3:13])[CH3:12])[CH:9]=1)[C:5]([OH:15])=[O:14]. The yield is 1.00. (2) The yield is 0.960. The catalyst is CN(C)C=O.O.Cl[Pd](Cl)([P](C1C=CC=CC=1)(C1C=CC=CC=1)C1C=CC=CC=1)[P](C1C=CC=CC=1)(C1C=CC=CC=1)C1C=CC=CC=1. The product is [CH2:17]([C:2]1[C:3]([Si:11]([CH3:14])([CH3:13])[CH3:12])=[C:4]2[CH2:10][CH2:9][O:8][C:5]2=[N:6][CH:7]=1)[CH:16]=[CH2:15]. The reactants are Br[C:2]1[C:3]([Si:11]([CH3:14])([CH3:13])[CH3:12])=[C:4]2[CH2:10][CH2:9][O:8][C:5]2=[N:6][CH:7]=1.[CH2:15]([Sn](CCCC)(CCCC)CCCC)[CH:16]=[CH2:17]. (3) The yield is 0.980. The product is [F:11][C:10]1[C:9]([C:12]2[CH:17]=[CH:16][CH:15]=[CH:14][CH:13]=2)=[C:8]([CH3:18])[C:7]([C:19]#[N:20])=[C:5]2[C:4]=1[O:3][C:2]([N:24]1[CH2:21][CH2:23][CH2:29][CH2:27]1)=[N:6]2. The reactants are Cl[C:2]1[O:3][C:4]2[C:5](=[C:7]([C:19]#[N:20])[C:8]([CH3:18])=[C:9]([C:12]3[CH:17]=[CH:16][CH:15]=[CH:14][CH:13]=3)[C:10]=2[F:11])[N:6]=1.[CH:21]([N:24]([CH:27]([CH3:29])C)CC)([CH3:23])C.N1CCCC1. The catalyst is ClCCl. (4) The reactants are [F:1][C:2]1[CH:3]=[C:4]([CH:8]=[CH:9][C:10]=1[N+:11]([O-:13])=[O:12])[C:5]([OH:7])=O.C(Cl)Cl.O=S(Cl)Cl.[CH2:21]([NH:23][CH2:24][CH3:25])[CH3:22].C(N(CC)CC)C. The catalyst is CCOC(C)=O.C(Cl)Cl. The product is [CH2:21]([N:23]([CH2:24][CH3:25])[C:5](=[O:7])[C:4]1[CH:8]=[CH:9][C:10]([N+:11]([O-:13])=[O:12])=[C:2]([F:1])[CH:3]=1)[CH3:22]. The yield is 0.790. (5) The reactants are Cl.Cl.[CH2:3]([NH:10][NH2:11])[C:4]1[CH:9]=[CH:8][CH:7]=[CH:6][CH:5]=1.CCN(C(C)C)C(C)C.O=[C:22]([CH2:28][C:29](=O)[CH3:30])[C:23]([O:25]CC)=[O:24]. The catalyst is CCO. The product is [CH2:3]([N:10]1[C:29]([CH3:30])=[CH:28][C:22]([C:23]([OH:25])=[O:24])=[N:11]1)[C:4]1[CH:9]=[CH:8][CH:7]=[CH:6][CH:5]=1. The yield is 0.920. (6) The reactants are [CH3:1][CH:2]([N:4]1[C:12](/[CH:13]=[CH:14]/[C@H:15]([OH:24])[CH2:16][C@H:17]([OH:23])[CH2:18][C:19]([O:21]C)=[O:20])=[C:11]([C:25]2[CH:30]=[CH:29][C:28]([F:31])=[CH:27][CH:26]=2)[C:10]2[C:5]1=[CH:6][CH:7]=[CH:8][CH:9]=2)[CH3:3].[OH-].[Na+:33]. The catalyst is C1COCC1. The product is [CH3:3][CH:2]([N:4]1[C:12](/[CH:13]=[CH:14]/[CH:15]([OH:24])[CH2:16][CH:17]([OH:23])[CH2:18][C:19]([O-:21])=[O:20])=[C:11]([C:25]2[CH:26]=[CH:27][C:28]([F:31])=[CH:29][CH:30]=2)[C:10]2[CH:9]=[CH:8][CH:7]=[CH:6][C:5]1=2)[CH3:1].[Na+:33]. The yield is 0.390. (7) The product is [NH2:31][N:4]1[CH:5]=[CH:6][C:2]([CH3:1])=[C:3]1[C:7]([NH:9][C:10]1[CH:15]=[CH:14][CH:13]=[CH:12][C:11]=1[CH3:16])=[O:8]. The reactants are [CH3:1][C:2]1[CH:6]=[CH:5][NH:4][C:3]=1[C:7]([NH:9][C:10]1[CH:15]=[CH:14][CH:13]=[CH:12][C:11]=1[CH3:16])=[O:8].[H-].[Na+].C1(C)C=C(C)C=C(C)C=1S(O[NH2:31])(=O)=O. The yield is 0.730. The catalyst is CN(C=O)C.